From a dataset of Forward reaction prediction with 1.9M reactions from USPTO patents (1976-2016). Predict the product of the given reaction. (1) Given the reactants [CH3:1][S:2][C:3]1[S:11][C:10]2[C:9](=O)[NH:8][CH:7]=[N:6][C:5]=2[CH:4]=1.P(Cl)(Cl)([Cl:15])=O, predict the reaction product. The product is: [Cl:15][C:9]1[C:10]2[S:11][C:3]([S:2][CH3:1])=[CH:4][C:5]=2[N:6]=[CH:7][N:8]=1. (2) Given the reactants [Br:1][C:2]1[C:3]([C:20]#[N:21])=[N:4][N:5]([CH3:19])[C:6]=1[CH2:7][N:8]1[C:16](=[O:17])C2C(=CC=CC=2)C1=O.C(OC([O:24][C:25]([CH3:28])([CH3:27])[CH3:26])=O)([O:24][C:25]([CH3:28])([CH3:27])[CH3:26])=O, predict the reaction product. The product is: [Br:1][C:2]1[C:3]([C:20]#[N:21])=[N:4][N:5]([CH3:19])[C:6]=1[CH2:7][NH:8][C:16](=[O:17])[O:24][C:25]([CH3:28])([CH3:27])[CH3:26].